This data is from CYP3A4 inhibition data for predicting drug metabolism from PubChem BioAssay. The task is: Regression/Classification. Given a drug SMILES string, predict its absorption, distribution, metabolism, or excretion properties. Task type varies by dataset: regression for continuous measurements (e.g., permeability, clearance, half-life) or binary classification for categorical outcomes (e.g., BBB penetration, CYP inhibition). Dataset: cyp3a4_veith. (1) The drug is CN(C)C(=O)COn1c(SCC(=O)N(C)C)nc2ccccc2c1=O. The result is 0 (non-inhibitor). (2) The molecule is O=C(O)CCCC(=O)Nc1ccc(Sc2ccc([N+](=O)[O-])cc2)cc1. The result is 0 (non-inhibitor). (3) The compound is C[C@@H](CS(=O)(=O)Cc1ccccc1)C(N)=O. The result is 0 (non-inhibitor).